Dataset: Peptide-MHC class I binding affinity with 185,985 pairs from IEDB/IMGT. Task: Regression. Given a peptide amino acid sequence and an MHC pseudo amino acid sequence, predict their binding affinity value. This is MHC class I binding data. The peptide sequence is GQWDGWVWL. The MHC is HLA-B07:02 with pseudo-sequence HLA-B07:02. The binding affinity (normalized) is 0.205.